Dataset: Full USPTO retrosynthesis dataset with 1.9M reactions from patents (1976-2016). Task: Predict the reactants needed to synthesize the given product. (1) Given the product [ClH:27].[CH:10]12[CH2:16][CH:14]3[CH2:13][CH:12]([CH2:17][CH:8]([CH2:15]3)[CH:9]1[NH:18][C:19]([CH:21]1[CH2:22][CH2:23][N:24]([S:30]([CH2:29][CH2:28][N:18]3[CH2:3][CH2:2][CH2:15][CH2:8][CH2:9]3)(=[O:32])=[O:31])[CH2:25][CH2:26]1)=[O:20])[CH2:11]2, predict the reactants needed to synthesize it. The reactants are: F[C:2](F)(F)[C:3](O)=O.[CH:8]12[CH2:17][CH:12]3[CH2:13][CH:14]([CH2:16][CH:10]([CH2:11]3)[CH:9]1[NH:18][C:19]([CH:21]1[CH2:26][CH2:25][NH:24][CH2:23][CH2:22]1)=[O:20])[CH2:15]2.[Cl:27][CH2:28][CH2:29][S:30](Cl)(=[O:32])=[O:31]. (2) Given the product [C:1]([C:3]1[CH:4]=[C:5]([CH:19]=[C:20]([S:24][CH3:25])[C:21]=1[OH:22])[C:6]([N:8]1[C:12]2[CH:13]=[CH:14][CH:15]=[CH:16][C:11]=2[S:10](=[O:18])(=[O:17])[CH2:9]1)=[O:7])#[N:2], predict the reactants needed to synthesize it. The reactants are: [C:1]([C:3]1[CH:4]=[C:5]([CH:19]=[C:20]([S:24][CH3:25])[C:21]=1[O:22]C)[C:6]([N:8]1[C:12]2[CH:13]=[CH:14][CH:15]=[CH:16][C:11]=2[S:10](=[O:18])(=[O:17])[CH2:9]1)=[O:7])#[N:2].[Cl-].[Li+].Cl.